Dataset: Full USPTO retrosynthesis dataset with 1.9M reactions from patents (1976-2016). Task: Predict the reactants needed to synthesize the given product. (1) Given the product [CH3:12][O:13][C:2]1[CH:3]=[N:4][CH:5]=[C:6]([C:8]([F:11])([F:10])[F:9])[CH:7]=1, predict the reactants needed to synthesize it. The reactants are: Br[C:2]1[CH:3]=[N:4][CH:5]=[C:6]([C:8]([F:11])([F:10])[F:9])[CH:7]=1.[CH3:12][O-:13].[Na+]. (2) Given the product [CH2:1]([N:3]1[CH2:4][CH2:5][N:6]([C:9]2[CH:14]=[CH:13][C:12]([NH2:15])=[C:11]([F:18])[CH:10]=2)[CH2:7][CH2:8]1)[CH3:2], predict the reactants needed to synthesize it. The reactants are: [CH2:1]([N:3]1[CH2:8][CH2:7][N:6]([C:9]2[CH:14]=[CH:13][C:12]([N+:15]([O-])=O)=[C:11]([F:18])[CH:10]=2)[CH2:5][CH2:4]1)[CH3:2]. (3) Given the product [CH3:1][O:2][C:3]1[CH:4]=[C:5]([C:11]2[C:12](=[O:23])[O:13][C:14]3[C:19]([C:20]=2[CH3:21])=[CH:18][CH:17]=[C:16]([O:22][C:31]([N:33]2[CH2:38][CH2:37][O:36][CH2:35][CH2:34]2)=[O:32])[CH:15]=3)[CH:6]=[CH:7][C:8]=1[O:9][CH3:10], predict the reactants needed to synthesize it. The reactants are: [CH3:1][O:2][C:3]1[CH:4]=[C:5]([C:11]2[C:12](=[O:23])[O:13][C:14]3[C:19]([C:20]=2[CH3:21])=[CH:18][CH:17]=[C:16]([OH:22])[CH:15]=3)[CH:6]=[CH:7][C:8]=1[O:9][CH3:10].[I-].C[N+]1C=CN([C:31]([N:33]2[CH2:38][CH2:37][O:36][CH2:35][CH2:34]2)=[O:32])C=1. (4) Given the product [CH2:24]([C:2]1[CH:7]=[CH:6][C:5]([C:8]2[O:9][C:10]3[CH:16]=[C:15]([CH2:17][OH:18])[CH:14]=[CH:13][C:11]=3[N:12]=2)=[CH:4][C:3]=1[C:19]([F:22])([F:21])[F:20])[CH:25]([CH3:27])[CH3:26], predict the reactants needed to synthesize it. The reactants are: Cl[C:2]1[CH:7]=[CH:6][C:5]([C:8]2[O:9][C:10]3[CH:16]=[C:15]([CH2:17][OH:18])[CH:14]=[CH:13][C:11]=3[N:12]=2)=[CH:4][C:3]=1[C:19]([F:22])([F:21])[F:20].[Br-].[CH2:24]([Zn+])[CH:25]([CH3:27])[CH3:26].C1COCC1. (5) Given the product [CH3:31][N:32]([CH3:33])[C:2]1[N:6]=[C:5]([CH:7]2[CH2:12][CH:11]([C:13]3[CH:18]=[CH:17][C:16]([C:19]([F:22])([F:21])[F:20])=[CH:15][CH:14]=3)[CH2:10][N:9]([C:23]([N:25]3[CH2:30][CH2:29][O:28][CH2:27][CH2:26]3)=[O:24])[CH2:8]2)[O:4][N:3]=1, predict the reactants needed to synthesize it. The reactants are: Cl[C:2]1[N:6]=[C:5]([CH:7]2[CH2:12][CH:11]([C:13]3[CH:18]=[CH:17][C:16]([C:19]([F:22])([F:21])[F:20])=[CH:15][CH:14]=3)[CH2:10][N:9]([C:23]([N:25]3[CH2:30][CH2:29][O:28][CH2:27][CH2:26]3)=[O:24])[CH2:8]2)[O:4][N:3]=1.[CH3:31][NH:32][CH3:33]. (6) Given the product [Cl:32][C:33]1[C:34]([CH3:43])=[C:35]([S:39]([NH:8][C:7]2[CH:6]=[CH:5][C:4]([F:9])=[C:3]([NH:10][C:11]3[C:16]([C:17]4[N:25]=[CH:24][N:23]=[C:22]5[C:18]=4[N:19]=[CH:20][N:21]5[CH:26]4[CH2:31][CH2:30][CH2:29][CH2:28][O:27]4)=[CH:15][CH:14]=[CH:13][N:12]=3)[C:2]=2[F:1])(=[O:41])=[O:40])[CH:36]=[CH:37][CH:38]=1, predict the reactants needed to synthesize it. The reactants are: [F:1][C:2]1[C:7]([NH2:8])=[CH:6][CH:5]=[C:4]([F:9])[C:3]=1[NH:10][C:11]1[C:16]([C:17]2[N:25]=[CH:24][N:23]=[C:22]3[C:18]=2[N:19]=[CH:20][N:21]3[CH:26]2[CH2:31][CH2:30][CH2:29][CH2:28][O:27]2)=[CH:15][CH:14]=[CH:13][N:12]=1.[Cl:32][C:33]1[C:34]([CH3:43])=[C:35]([S:39](Cl)(=[O:41])=[O:40])[CH:36]=[CH:37][CH:38]=1.N1C=CC=CC=1. (7) Given the product [NH2:20][CH2:19][CH2:18][C:14]1[C:15]([NH:11][C:12](=[O:17])[CH:13]=1)=[O:16], predict the reactants needed to synthesize it. The reactants are: OC(C(F)(F)F)=O.NCC[N:11]1[C:15](=[O:16])[CH:14]=[CH:13][C:12]1=[O:17].[CH3:18][CH2:19][N:20](C(C)C)C(C)C.CN([P+](ON1N=NC2C=CC=CC1=2)(N(C)C)N(C)C)C.F[P-](F)(F)(F)(F)F. (8) Given the product [NH2:3][OH:1].[O:1]1[C:16]2[CH:23]=[CH:22][CH:21]=[CH:20][C:17]=2[N:18]=[C:14]1[N:13]([CH2:24][C:25]1[CH:34]=[CH:33][C:28]([C:29]([NH:3][OH:4])=[O:31])=[CH:27][CH:26]=1)[C:10]1[CH:9]=[CH:8][C:7]([F:6])=[CH:12][N:11]=1, predict the reactants needed to synthesize it. The reactants are: [OH-:1].[K+].[NH2:3][OH:4].Cl.[F:6][C:7]1[CH:8]=[CH:9][C:10]([N:13]([CH2:24][C:25]2[CH:34]=[CH:33][C:28]([C:29]([O:31]C)=O)=[CH:27][CH:26]=2)[C:14]2[N:18](C)[C:17]3[CH:20]=[CH:21][CH:22]=[CH:23][C:16]=3N=2)=[N:11][CH:12]=1.